Task: Predict the reactants needed to synthesize the given product.. Dataset: Full USPTO retrosynthesis dataset with 1.9M reactions from patents (1976-2016) (1) Given the product [F:12][C:13]([F:22])([F:21])[C:14]1[CH:15]=[C:16]([N:1]2[CH2:2][CH2:3][CH:4]([C:5]([N:23]3[CH2:28][CH2:27][O:26][CH2:25][CH2:24]3)=[O:7])[CH2:10][CH2:11]2)[CH:17]=[CH:18][CH:19]=1, predict the reactants needed to synthesize it. The reactants are: [NH:1]1[CH2:11][CH2:10][CH:4]([C:5]([O:7]CC)=O)[CH2:3][CH2:2]1.[F:12][C:13]([F:22])([F:21])[C:14]1[CH:15]=[C:16](Br)[CH:17]=[CH:18][CH:19]=1.[NH:23]1[CH2:28][CH2:27][O:26][CH2:25][CH2:24]1. (2) Given the product [C:45]([C:49]1[CH:68]=[CH:67][C:52]([CH2:53][N:54]([CH2:55][CH2:56][C:57]2[CH:62]=[CH:61][CH:60]=[C:59]([O:63][CH:64]([F:66])[F:65])[CH:58]=2)[C:11]([C:9]2[CH:10]=[C:2]([Cl:1])[CH:3]=[C:4]3[C:8]=2[NH:7][CH:6]=[CH:5]3)=[O:13])=[CH:51][CH:50]=1)([CH3:48])([CH3:46])[CH3:47], predict the reactants needed to synthesize it. The reactants are: [Cl:1][C:2]1[CH:3]=[C:4]2[C:8](=[C:9]([C:11]([OH:13])=O)[CH:10]=1)[NH:7][CH:6]=[CH:5]2.CN(C(ON1N=NC2C=CC=CC1=2)=[N+](C)C)C.[B-](F)(F)(F)F.C(N(CC)C(C)C)(C)C.[C:45]([C:49]1[CH:68]=[CH:67][C:52]([CH2:53][NH:54][CH2:55][CH2:56][C:57]2[CH:62]=[CH:61][CH:60]=[C:59]([O:63][CH:64]([F:66])[F:65])[CH:58]=2)=[CH:51][CH:50]=1)([CH3:48])([CH3:47])[CH3:46].